Dataset: Merck oncology drug combination screen with 23,052 pairs across 39 cell lines. Task: Regression. Given two drug SMILES strings and cell line genomic features, predict the synergy score measuring deviation from expected non-interaction effect. (1) Drug 1: CCC1(O)CC2CN(CCc3c([nH]c4ccccc34)C(C(=O)OC)(c3cc4c(cc3OC)N(C)C3C(O)(C(=O)OC)C(OC(C)=O)C5(CC)C=CCN6CCC43C65)C2)C1. Drug 2: CS(=O)(=O)CCNCc1ccc(-c2ccc3ncnc(Nc4ccc(OCc5cccc(F)c5)c(Cl)c4)c3c2)o1. Cell line: A2058. Synergy scores: synergy=28.7. (2) Drug 1: Cn1nnc2c(C(N)=O)ncn2c1=O. Drug 2: NC1CCCCC1N.O=C(O)C(=O)O.[Pt+2]. Cell line: ZR751. Synergy scores: synergy=-58.9.